This data is from Reaction yield outcomes from USPTO patents with 853,638 reactions. The task is: Predict the reaction yield, written as a fraction of the theoretical maximum amount of product (1.0 means a 100% yield; for example, 0.34 means a 34% yield). (1) The reactants are Br[C:2]1[CH:3]=[C:4]2[C:24](=[CH:25][CH:26]=1)[C:8]1=[N:9][O:10][C:11]([C:12]3[CH:13]=[CH:14][C:15]([O:20][CH:21]([CH3:23])[CH3:22])=[C:16]([CH:19]=3)[C:17]#[N:18])=[C:7]1[CH2:6][CH2:5]2.[CH2:27]([Sn](CCCC)(CCCC)C=C)[CH2:28]CC.[Cl-].[Li+]. The catalyst is O1CCOCC1.C1C=CC([P]([Pd]([P](C2C=CC=CC=2)(C2C=CC=CC=2)C2C=CC=CC=2)([P](C2C=CC=CC=2)(C2C=CC=CC=2)C2C=CC=CC=2)[P](C2C=CC=CC=2)(C2C=CC=CC=2)C2C=CC=CC=2)(C2C=CC=CC=2)C2C=CC=CC=2)=CC=1. The product is [CH:21]([O:20][C:15]1[CH:14]=[CH:13][C:12]([C:11]2[O:10][N:9]=[C:8]3[C:24]4[C:4]([CH2:5][CH2:6][C:7]=23)=[CH:3][C:2]([CH:27]=[CH2:28])=[CH:26][CH:25]=4)=[CH:19][C:16]=1[C:17]#[N:18])([CH3:22])[CH3:23]. The yield is 0.670. (2) The product is [C:17]([O:21][C:22]([N:24]1[CH2:29][CH2:28][C:27]([C:9]2[S:8][C:7]3[CH:11]=[C:3]([O:2][CH3:1])[CH:4]=[CH:5][C:6]=3[CH:10]=2)([OH:30])[CH2:26][CH2:25]1)=[O:23])([CH3:20])([CH3:18])[CH3:19]. The yield is 0.750. The reactants are [CH3:1][O:2][C:3]1[CH:4]=[CH:5][C:6]2[CH:10]=[CH:9][S:8][C:7]=2[CH:11]=1.[Li]CCCC.[C:17]([O:21][C:22]([N:24]1[CH2:29][CH2:28][C:27](=[O:30])[CH2:26][CH2:25]1)=[O:23])([CH3:20])([CH3:19])[CH3:18]. The catalyst is C1COCC1.